This data is from Reaction yield outcomes from USPTO patents with 853,638 reactions. The task is: Predict the reaction yield, written as a fraction of the theoretical maximum amount of product (1.0 means a 100% yield; for example, 0.34 means a 34% yield). The reactants are [N:1]1([CH2:7][CH2:8][CH2:9][O:10][C:11]2[CH:16]=[CH:15][C:14]([CH:17]3[CH2:22][CH2:21][N:20]([C:23]4[CH2:24][CH2:25][C:26]5[N:27]([C:29]([C:32]([F:35])([F:34])[F:33])=[N:30][N:31]=5)[N:28]=4)[CH2:19][CH2:18]3)=[CH:13][CH:12]=2)[CH2:6][CH2:5][NH:4][CH2:3][CH2:2]1.[C:36](O)(=[O:41])[CH2:37][CH2:38][CH2:39][CH3:40]. No catalyst specified. The product is [C:36]([N:4]1[CH2:3][CH2:2][N:1]([CH2:7][CH2:8][CH2:9][O:10][C:11]2[CH:12]=[CH:13][C:14]([CH:17]3[CH2:18][CH2:19][N:20]([C:23]4[CH2:24][CH2:25][C:26]5[N:27]([C:29]([C:32]([F:35])([F:34])[F:33])=[N:30][N:31]=5)[N:28]=4)[CH2:21][CH2:22]3)=[CH:15][CH:16]=2)[CH2:6][CH2:5]1)(=[O:41])[CH2:37][CH2:38][CH2:39][CH3:40]. The yield is 0.660.